This data is from Full USPTO retrosynthesis dataset with 1.9M reactions from patents (1976-2016). The task is: Predict the reactants needed to synthesize the given product. (1) Given the product [Br:18][C:7]1[C:6]2[O:9][CH:14]([CH2:15][OH:16])[CH2:13][C:5]=2[CH:4]=[C:3]([CH2:1][CH3:2])[CH:8]=1, predict the reactants needed to synthesize it. The reactants are: [CH2:1]([C:3]1[CH:8]=[CH:7][C:6]([OH:9])=[CH:5][CH:4]=1)[CH3:2].BrN1[C:15](=[O:16])[CH2:14][CH2:13]C1=O.[Br:18]C1C=C(CC)C=CC=1O.C(=O)([O-])[O-].[K+].[K+].C(Br)C=C.C(OCC=C)C=C.C(C1C=C(CC)C=C(Br)C=1O)C=C.ClC1C=C(C=CC=1)C(OO)=O. (2) Given the product [ClH:1].[Cl:1][C:2]1[CH:7]=[CH:6][C:5]([Cl:8])=[CH:4][C:3]=1[S:9]([N:15]1[CH2:20][CH2:19][CH:18]([CH2:21][N:22]2[CH2:31][CH2:30][C:29]3[C:24](=[CH:25][CH:26]=[CH:27][CH:28]=3)[CH2:23]2)[CH2:17][CH2:16]1)(=[O:11])=[O:10], predict the reactants needed to synthesize it. The reactants are: [Cl:1][C:2]1[CH:7]=[CH:6][C:5]([Cl:8])=[CH:4][C:3]=1[S:9](Cl)(=[O:11])=[O:10].Cl.Cl.[NH:15]1[CH2:20][CH2:19][CH:18]([CH2:21][N:22]2[CH2:31][CH2:30][C:29]3[C:24](=[CH:25][CH:26]=[CH:27][CH:28]=3)[CH2:23]2)[CH2:17][CH2:16]1.C(N(CC)C(C)C)(C)C. (3) Given the product [CH:1]1([CH2:4][O:5][C:6]2[N:11]=[C:10]([C:12]([NH:14][C:15]3([CH2:19][C:20]([OH:22])=[O:21])[CH2:16][S:17][CH2:18]3)=[O:13])[CH:9]=[CH:8][C:7]=2[C:24]2([OH:28])[CH2:25][CH2:26][CH2:27]2)[CH2:3][CH2:2]1, predict the reactants needed to synthesize it. The reactants are: [CH:1]1([CH2:4][O:5][C:6]2[N:11]=[C:10]([C:12]([NH:14][C:15]3([CH2:19][C:20]([O:22]C)=[O:21])[CH2:18][S:17][CH2:16]3)=[O:13])[CH:9]=[CH:8][C:7]=2[C:24]2([OH:28])[CH2:27][CH2:26][CH2:25]2)[CH2:3][CH2:2]1.O.[OH-].[Li+]. (4) Given the product [ClH:48].[NH2:30][C@@H:11]([C@H:10]([C:38]1[CH:43]=[CH:42][C:41]([C:44]([F:45])([F:46])[F:47])=[CH:40][CH:39]=1)[CH2:9][OH:8])[C:12]([NH:14][C:15]1[S:16][C:17]([C:20]2[CH:21]=[C:22]3[C:27](=[CH:28][CH:29]=2)[CH:26]=[N:25][CH:24]=[CH:23]3)=[N:18][N:19]=1)=[O:13], predict the reactants needed to synthesize it. The reactants are: [Si]([O:8][CH2:9][C@@H:10]([C:38]1[CH:43]=[CH:42][C:41]([C:44]([F:47])([F:46])[F:45])=[CH:40][CH:39]=1)[C@H:11]([NH:30]C(=O)OC(C)(C)C)[C:12]([NH:14][C:15]1[S:16][C:17]([C:20]2[CH:21]=[C:22]3[C:27](=[CH:28][CH:29]=2)[CH:26]=[N:25][CH:24]=[CH:23]3)=[N:18][N:19]=1)=[O:13])(C(C)(C)C)(C)C.[ClH:48]. (5) The reactants are: [CH2:1]([O:3][C:4]([C:6]1[NH:7][C:8]2[C:13]([CH:14]=1)=[C:12]([OH:15])[CH:11]=[CH:10][CH:9]=2)=[O:5])[CH3:2].F[C:17]1[CH:22]=[CH:21][CH:20]=[CH:19][C:18]=1[N+:23]([O-:25])=[O:24].C(=O)([O-])[O-].[K+].[K+]. Given the product [CH2:1]([O:3][C:4]([C:6]1[NH:7][C:8]2[C:13]([CH:14]=1)=[C:12]([O:15][C:17]1[CH:22]=[CH:21][CH:20]=[CH:19][C:18]=1[N+:23]([O-:25])=[O:24])[CH:11]=[CH:10][CH:9]=2)=[O:5])[CH3:2], predict the reactants needed to synthesize it.